From a dataset of Full USPTO retrosynthesis dataset with 1.9M reactions from patents (1976-2016). Predict the reactants needed to synthesize the given product. (1) Given the product [Br:16][C:15]1[S:14][C:13]([S:17](=[O:19])(=[O:18])[NH:31][CH2:30][CH2:28][OH:29])=[CH:12][C:11]=1[C:7]1[S:6][C:5]([NH:4][C:1](=[O:3])[CH3:2])=[N:9][C:8]=1[CH3:10], predict the reactants needed to synthesize it. The reactants are: [C:1]([NH:4][C:5]1[S:6][C:7]([C:11]2[CH:12]=[C:13]([S:17](Cl)(=[O:19])=[O:18])[S:14][C:15]=2[Br:16])=[C:8]([CH3:10])[N:9]=1)(=[O:3])[CH3:2].C(N(CC)CC)C.[CH2:28]([CH2:30][NH2:31])[OH:29]. (2) Given the product [Cl:29][C:26]1[CH:25]=[CH:24][C:23]([C:22]([CH:19]2[CH2:18][CH2:17][N:16]([C:14]([C:11]3[CH:10]=[CH:9][C:8]([N:1]4[CH2:5][CH2:4][CH2:3][C:2]4=[O:6])=[N:13][CH:12]=3)=[O:15])[CH2:21][CH2:20]2)=[O:30])=[CH:28][CH:27]=1, predict the reactants needed to synthesize it. The reactants are: [NH:1]1[CH2:5][CH2:4][CH2:3][C:2]1=[O:6].Br[C:8]1[N:13]=[CH:12][C:11]([C:14]([N:16]2[CH2:21][CH2:20][CH:19]([C:22](=[O:30])[C:23]3[CH:28]=[CH:27][C:26]([Cl:29])=[CH:25][CH:24]=3)[CH2:18][CH2:17]2)=[O:15])=[CH:10][CH:9]=1. (3) Given the product [CH2:1]([O:3][C:4]([C:6]1[N:7]([CH3:22])[C:8]([CH2:20][CH3:21])=[C:9]([C:18]#[N:19])[C:10]=1[C:11]1[CH:16]=[CH:15][C:14]([O:17][S:31]([C:30]([F:43])([F:42])[F:29])(=[O:33])=[O:32])=[CH:13][CH:12]=1)=[O:5])[CH3:2], predict the reactants needed to synthesize it. The reactants are: [CH2:1]([O:3][C:4]([C:6]1[N:7]([CH3:22])[C:8]([CH2:20][CH3:21])=[C:9]([C:18]#[N:19])[C:10]=1[C:11]1[CH:16]=[CH:15][C:14]([OH:17])=[CH:13][CH:12]=1)=[O:5])[CH3:2].N1C=CC=CC=1.[F:29][C:30]([F:43])([F:42])[S:31](O[S:31]([C:30]([F:43])([F:42])[F:29])(=[O:33])=[O:32])(=[O:33])=[O:32].O. (4) Given the product [ClH:60].[N:25]1[CH:26]=[CH:28][C:41]([CH2:42][N:12]([C@@H:4]([CH2:5][C:6]2[CH:7]=[CH:8][CH:9]=[CH:10][CH:11]=2)[C:1]([NH:59][CH2:54][CH2:55][CH:56]([CH3:58])[CH3:57])=[O:3])[C:13](=[O:22])[OH:14])=[CH:31][CH:29]=1, predict the reactants needed to synthesize it. The reactants are: [C:1]([C@@H:4]([NH:12][C:13](=[O:22])[O:14]CC1C=CN=CC=1)[CH2:5][C:6]1[CH:11]=[CH:10][CH:9]=[CH:8][CH:7]=1)([OH:3])=O.CC[N:25]([CH:29]([CH3:31])C)[CH:26]([CH3:28])C.CN(C(ON1N=N[C:42]2C=CC=C[C:41]1=2)=[N+](C)C)C.[B-](F)(F)(F)F.[CH2:54]([NH2:59])[CH2:55][CH:56]([CH3:58])[CH3:57].[ClH:60].CCOCC. (5) The reactants are: [Cl:1][C:2]1[CH:43]=[CH:42][C:5]([CH2:6][N:7]2[C:15]3[C:10](=[N:11][C:12]([C:22]([O:24][CH3:25])=[O:23])=[N:13][C:14]=3[NH:16][C@@H:17]([CH:19]3[CH2:21][CH2:20]3)[CH3:18])[N:9]=[C:8]2[C:26]2[CH:31]=[C:30]([CH3:32])[CH:29]=[CH:28][C:27]=2[O:33][CH2:34][CH2:35][CH2:36]OS(C)(=O)=O)=[CH:4][CH:3]=1.[NH:44]1[CH2:49][CH2:48][O:47][CH2:46][CH2:45]1.C(N(CC)CC)C. Given the product [Cl:1][C:2]1[CH:3]=[CH:4][C:5]([CH2:6][N:7]2[C:15]3[C:10](=[N:11][C:12]([C:22]([O:24][CH3:25])=[O:23])=[N:13][C:14]=3[NH:16][C@@H:17]([CH:19]3[CH2:20][CH2:21]3)[CH3:18])[N:9]=[C:8]2[C:26]2[CH:31]=[C:30]([CH3:32])[CH:29]=[CH:28][C:27]=2[O:33][CH2:34][CH2:35][CH2:36][N:44]2[CH2:49][CH2:48][O:47][CH2:46][CH2:45]2)=[CH:42][CH:43]=1, predict the reactants needed to synthesize it. (6) Given the product [C:44]([C:41]1[CH:42]=[CH:43][C:38]([C:20]2[C:21]3[NH:37][C:24]([C:25]([CH2:31][CH2:32][CH2:33][CH2:34][CH2:35][CH3:36])=[C:26]4[N:30]=[C:29]([C:9]([CH2:3][CH2:4][CH2:5][CH2:6][CH2:7][CH3:8])=[C:10]5[NH:14][C:13](=[C:15]([C:49]6[CH:50]=[CH:51][C:52]([C:55]([OH:57])=[O:56])=[CH:53][CH:54]=6)[C:16]6[CH:17]=[CH:18][C:19]=2[N:48]=6)[CH:12]=[CH:11]5)[CH:28]=[CH:27]4)=[CH:23][CH:22]=3)=[CH:39][CH:40]=1)([OH:46])=[O:45], predict the reactants needed to synthesize it. The reactants are: [OH-].[K+].[CH2:3]([C:9]1[C:10]2[NH:14][C:13]([C:15]([C:49]3[CH:54]=[CH:53][C:52]([C:55]([O:57]C)=[O:56])=[CH:51][CH:50]=3)=[C:16]3[N:48]=[C:19]([C:20]([C:38]4[CH:43]=[CH:42][C:41]([C:44]([O:46]C)=[O:45])=[CH:40][CH:39]=4)=[C:21]4[NH:37][C:24](=[C:25]([CH2:31][CH2:32][CH2:33][CH2:34][CH2:35][CH3:36])[C:26]5[CH:27]=[CH:28][C:29]=1[N:30]=5)[CH:23]=[CH:22]4)[CH:18]=[CH:17]3)=[CH:12][CH:11]=2)[CH2:4][CH2:5][CH2:6][CH2:7][CH3:8].O.Cl. (7) Given the product [CH:1]1([N:6]2[C:14]3[N:15]=[N:16][C:17]([O:19][CH3:20])=[CH:18][C:13]=3[C:12]3[CH:11]=[N:10][C:9]([NH2:23])=[N:8][C:7]2=3)[CH2:5][CH2:4][CH2:3][CH2:2]1, predict the reactants needed to synthesize it. The reactants are: [CH:1]1([NH:6][C:7]2[C:12]([C:13]3[CH:18]=[C:17]([O:19][CH3:20])[N:16]=[N:15][C:14]=3OC)=[CH:11][N:10]=[C:9]([NH2:23])[N:8]=2)[CH2:5][CH2:4][CH2:3][CH2:2]1.C1COCC1.[H-].[Na+].